This data is from NCI-60 drug combinations with 297,098 pairs across 59 cell lines. The task is: Regression. Given two drug SMILES strings and cell line genomic features, predict the synergy score measuring deviation from expected non-interaction effect. (1) Drug 2: C1=CC(=CC=C1CCC2=CNC3=C2C(=O)NC(=N3)N)C(=O)NC(CCC(=O)O)C(=O)O. Drug 1: CC(C1=C(C=CC(=C1Cl)F)Cl)OC2=C(N=CC(=C2)C3=CN(N=C3)C4CCNCC4)N. Cell line: SNB-75. Synergy scores: CSS=19.8, Synergy_ZIP=-4.31, Synergy_Bliss=-1.24, Synergy_Loewe=-8.50, Synergy_HSA=-0.800. (2) Drug 1: CCN(CC)CCNC(=O)C1=C(NC(=C1C)C=C2C3=C(C=CC(=C3)F)NC2=O)C. Drug 2: C1C(C(OC1N2C=NC(=NC2=O)N)CO)O. Cell line: NCI-H226. Synergy scores: CSS=-3.20, Synergy_ZIP=1.34, Synergy_Bliss=0.192, Synergy_Loewe=-5.08, Synergy_HSA=-3.76. (3) Drug 1: CCC1(CC2CC(C3=C(CCN(C2)C1)C4=CC=CC=C4N3)(C5=C(C=C6C(=C5)C78CCN9C7C(C=CC9)(C(C(C8N6C)(C(=O)OC)O)OC(=O)C)CC)OC)C(=O)OC)O.OS(=O)(=O)O. Drug 2: CCC1=C2CN3C(=CC4=C(C3=O)COC(=O)C4(CC)O)C2=NC5=C1C=C(C=C5)O. Cell line: NCI/ADR-RES. Synergy scores: CSS=19.5, Synergy_ZIP=5.71, Synergy_Bliss=6.82, Synergy_Loewe=-19.6, Synergy_HSA=2.84. (4) Drug 1: C1C(C(OC1N2C=NC3=C2NC=NCC3O)CO)O. Drug 2: CC1CCCC2(C(O2)CC(NC(=O)CC(C(C(=O)C(C1O)C)(C)C)O)C(=CC3=CSC(=N3)C)C)C. Cell line: CAKI-1. Synergy scores: CSS=30.5, Synergy_ZIP=-1.01, Synergy_Bliss=-2.33, Synergy_Loewe=-15.6, Synergy_HSA=-0.541. (5) Drug 1: CCC1=CC2CC(C3=C(CN(C2)C1)C4=CC=CC=C4N3)(C5=C(C=C6C(=C5)C78CCN9C7C(C=CC9)(C(C(C8N6C)(C(=O)OC)O)OC(=O)C)CC)OC)C(=O)OC.C(C(C(=O)O)O)(C(=O)O)O. Drug 2: CC1=CC2C(CCC3(C2CCC3(C(=O)C)OC(=O)C)C)C4(C1=CC(=O)CC4)C. Cell line: OVCAR-8. Synergy scores: CSS=34.4, Synergy_ZIP=3.49, Synergy_Bliss=3.61, Synergy_Loewe=-48.1, Synergy_HSA=2.81. (6) Drug 1: C1=CN(C=N1)CC(O)(P(=O)(O)O)P(=O)(O)O. Drug 2: C1CN1C2=NC(=NC(=N2)N3CC3)N4CC4. Cell line: NCI-H522. Synergy scores: CSS=15.5, Synergy_ZIP=-1.82, Synergy_Bliss=1.81, Synergy_Loewe=-3.31, Synergy_HSA=2.10. (7) Drug 1: C1=C(C(=O)NC(=O)N1)N(CCCl)CCCl. Drug 2: C(=O)(N)NO. Cell line: SK-MEL-28. Synergy scores: CSS=8.11, Synergy_ZIP=-4.26, Synergy_Bliss=1.34, Synergy_Loewe=-15.6, Synergy_HSA=0.308.